Dataset: Full USPTO retrosynthesis dataset with 1.9M reactions from patents (1976-2016). Task: Predict the reactants needed to synthesize the given product. (1) Given the product [CH2:13]([O:12][C:10](=[O:11])[CH2:9][O:8][CH2:7][CH:4]1[CH2:5][CH2:6][N:1]([C:15]([O:17][C:18]2[CH:19]=[CH:20][C:21]([N+:24]([O-:26])=[O:25])=[CH:22][CH:23]=2)=[O:27])[CH2:2][CH2:3]1)[CH3:14], predict the reactants needed to synthesize it. The reactants are: [NH:1]1[CH2:6][CH2:5][CH:4]([CH2:7][O:8][CH2:9][C:10]([O:12][CH2:13][CH3:14])=[O:11])[CH2:3][CH2:2]1.[C:15](=[O:27])([O:17][C:18]1[CH:23]=[CH:22][C:21]([N+:24]([O-:26])=[O:25])=[CH:20][CH:19]=1)N. (2) Given the product [OH:3][CH2:4][CH2:5][CH:6]1[S:10][C:9]([C:11]2[NH:12][C:13]3[C:18]([CH:19]=2)=[CH:17][C:16]([O:20][C:21]([F:23])([F:22])[F:24])=[CH:15][C:14]=3[N:25]([CH3:34])[S:26]([C:29]2[S:30][CH:31]=[CH:32][CH:33]=2)(=[O:28])=[O:27])=[N:8][CH2:7]1, predict the reactants needed to synthesize it. The reactants are: C([O:3][C:4](=O)[CH2:5][CH:6]1[S:10][C:9]([C:11]2[NH:12][C:13]3[C:18]([CH:19]=2)=[CH:17][C:16]([O:20][C:21]([F:24])([F:23])[F:22])=[CH:15][C:14]=3[N:25]([CH3:34])[S:26]([C:29]2[S:30][CH:31]=[CH:32][CH:33]=2)(=[O:28])=[O:27])=[N:8][CH2:7]1)C.O1CCCC1.CO.[BH4-].[Li+]. (3) Given the product [CH2:10]([CH:1]1[O:2][C:3]2=[CH:4][S:5][CH:6]=[C:7]2[O:8][CH2:9]1)[CH2:11][CH2:12][CH2:13][CH2:14][CH2:15][CH2:16][CH2:17][CH2:18][CH3:19], predict the reactants needed to synthesize it. The reactants are: [CH3:1][O:2][C:3]1[C:7]([O:8][CH3:9])=[CH:6][S:5][CH:4]=1.[CH2:10](O)[CH:11](O)[CH2:12][CH2:13][CH2:14][CH2:15][CH2:16][CH2:17][CH2:18][CH2:19]CC.